This data is from Full USPTO retrosynthesis dataset with 1.9M reactions from patents (1976-2016). The task is: Predict the reactants needed to synthesize the given product. (1) Given the product [ClH:33].[CH2:1]1[C:9]2[C:4](=[CH:5][CH:6]=[CH:7][CH:8]=2)[CH2:3][N:2]1[C:10]([C:12]1[CH:13]=[C:14]2[C:19](=[CH:20][C:21]=1[CH3:22])[N:18]1[C:23]([CH:26]3[CH2:31][CH2:30][CH2:29][O:28][CH2:27]3)=[N:24][CH:25]=[C:17]1[C:16](=[O:32])[NH:15]2)=[O:11], predict the reactants needed to synthesize it. The reactants are: [CH2:1]1[C:9]2[C:4](=[CH:5][CH:6]=[CH:7][CH:8]=2)[CH2:3][N:2]1[C:10]([C:12]1[CH:13]=[C:14]2[C:19](=[CH:20][C:21]=1[CH3:22])[N:18]1[C:23]([CH:26]3[CH2:31][CH2:30][CH2:29][O:28][CH2:27]3)=[N:24][CH:25]=[C:17]1[C:16](=[O:32])[NH:15]2)=[O:11].[ClH:33].C(OCC)(=O)C. (2) The reactants are: C[Si]([N-][Si](C)(C)C)(C)C.[K+].C(O[C:14]1[C:19]([C:20]2[NH:21][C:22](=[O:35])[C:23]3[C:24](=[C:26]([CH2:33][CH3:34])[N:27]([CH2:29][CH2:30][O:31][CH3:32])[N:28]=3)[N:25]=2)=[CH:18][C:17]([S:36]([N:39]2[CH2:44][CH2:43][N:42]([CH3:45])[CH2:41][CH2:40]2)(=[O:38])=[O:37])=[CH:16][N:15]=1)C.[CH3:46][CH:47]([CH3:50])[CH2:48][OH:49]. Given the product [CH2:48]([O:49][C:14]1[C:19]([C:20]2[NH:21][C:22](=[O:35])[C:23]3[C:24](=[C:26]([CH2:33][CH3:34])[N:27]([CH2:29][CH2:30][O:31][CH3:32])[N:28]=3)[N:25]=2)=[CH:18][C:17]([S:36]([N:39]2[CH2:44][CH2:43][N:42]([CH3:45])[CH2:41][CH2:40]2)(=[O:37])=[O:38])=[CH:16][N:15]=1)[CH:47]([CH3:50])[CH3:46], predict the reactants needed to synthesize it. (3) Given the product [CH2:1]([C:8]1[CH:9]=[N:10][C:11]2[C:16]([C:17]=1[C:18]1[CH:19]=[C:20]([NH:24][CH2:35][C:34]3[CH:37]=[C:30]([Br:29])[CH:31]=[CH:32][C:33]=3[O:38][CH3:39])[CH:21]=[CH:22][CH:23]=1)=[CH:15][CH:14]=[CH:13][C:12]=2[C:25]([F:28])([F:26])[F:27])[C:2]1[CH:3]=[CH:4][CH:5]=[CH:6][CH:7]=1, predict the reactants needed to synthesize it. The reactants are: [CH2:1]([C:8]1[CH:9]=[N:10][C:11]2[C:16]([C:17]=1[C:18]1[CH:19]=[C:20]([NH2:24])[CH:21]=[CH:22][CH:23]=1)=[CH:15][CH:14]=[CH:13][C:12]=2[C:25]([F:28])([F:27])[F:26])[C:2]1[CH:7]=[CH:6][CH:5]=[CH:4][CH:3]=1.[Br:29][C:30]1[CH:31]=[CH:32][C:33]([O:38][CH3:39])=[C:34]([CH:37]=1)[CH:35]=O.